Dataset: Full USPTO retrosynthesis dataset with 1.9M reactions from patents (1976-2016). Task: Predict the reactants needed to synthesize the given product. (1) The reactants are: I[C:2]1[CH:16]=[CH:15][C:5]([O:6][C@@H:7]2[CH:12]3[CH2:13][CH2:14][N:9]([CH2:10][CH2:11]3)[CH2:8]2)=[CH:4][CH:3]=1.[NH2:17][C:18]1[CH:19]=[C:20](B(O)O)[CH:21]=[CH:22][C:23]=1[CH3:24]. Given the product [N:9]12[CH2:14][CH2:13][CH:12]([CH2:11][CH2:10]1)[C@@H:7]([O:6][C:5]1[CH:15]=[CH:16][C:2]([C:20]3[CH:21]=[CH:22][C:23]([CH3:24])=[C:18]([NH2:17])[CH:19]=3)=[CH:3][CH:4]=1)[CH2:8]2, predict the reactants needed to synthesize it. (2) Given the product [CH3:15][O:14][CH2:13][C:11]1[O:10][N:9]=[C:8]([C:5]2[CH:6]=[CH:7][C:2]([B:16]3[O:20][C:19]([CH3:22])([CH3:21])[C:18]([CH3:24])([CH3:23])[O:17]3)=[CH:3][CH:4]=2)[CH:12]=1, predict the reactants needed to synthesize it. The reactants are: Br[C:2]1[CH:7]=[CH:6][C:5]([C:8]2[CH:12]=[C:11]([CH2:13][O:14][CH3:15])[O:10][N:9]=2)=[CH:4][CH:3]=1.[B:16]1([B:16]2[O:20][C:19]([CH3:22])([CH3:21])[C:18]([CH3:24])([CH3:23])[O:17]2)[O:20][C:19]([CH3:22])([CH3:21])[C:18]([CH3:24])([CH3:23])[O:17]1.C([O-])(=O)C.[K+]. (3) Given the product [N+:11]([C:6]1[CH:7]=[CH:8][C:9]2[C:4](=[CH:3][C:2](=[O:10])[N:1]=2)[CH:5]=1)([O-:13])=[O:12], predict the reactants needed to synthesize it. The reactants are: [NH:1]1[C:9]2[C:4](=[CH:5][CH:6]=[CH:7][CH:8]=2)[CH2:3][C:2]1=[O:10].[N+:11]([O-])([OH:13])=[O:12]. (4) Given the product [O:40]=[C:38]1[C:37]2[C:36](=[CH:44][CH:43]=[CH:42][CH:41]=2)[C:35](=[O:45])[N:39]1[C@H:2]1[CH2:7][CH2:6][CH2:5][CH2:4][C@H:3]1[NH:8][C:9](=[O:15])[O:10][C:11]([CH3:14])([CH3:13])[CH3:12], predict the reactants needed to synthesize it. The reactants are: O[C@@H:2]1[CH2:7][CH2:6][CH2:5][CH2:4][C@H:3]1[NH:8][C:9](=[O:15])[O:10][C:11]([CH3:14])([CH3:13])[CH3:12].C1C=CC(P(C2C=CC=CC=2)C2C=CC=CC=2)=CC=1.[C:35]1(=[O:45])[NH:39][C:38](=[O:40])[C:37]2=[CH:41][CH:42]=[CH:43][CH:44]=[C:36]12.N(C(OC(C)C)=O)=NC(OC(C)C)=O. (5) Given the product [Br:1][C:2]1[CH:10]=[C:9]2[C:5]([C:6]([C:11]([O:13][CH2:14][CH3:15])=[O:12])=[N:7][N:8]2[C:28]([O:27][C:24]([CH3:26])([CH3:25])[CH3:23])=[O:29])=[CH:4][CH:3]=1, predict the reactants needed to synthesize it. The reactants are: [Br:1][C:2]1[CH:10]=[C:9]2[C:5]([C:6]([C:11]([O:13][CH2:14][CH3:15])=[O:12])=[N:7][NH:8]2)=[CH:4][CH:3]=1.C(N(CC)CC)C.[CH3:23][C:24]([O:27][C:28](O[C:28]([O:27][C:24]([CH3:26])([CH3:25])[CH3:23])=[O:29])=[O:29])([CH3:26])[CH3:25]. (6) Given the product [Cl:1][C:2]1[N:7]=[C:6]([NH:8][NH:9][C:10](=[O:29])[C@H:11]([CH2:23][CH:24]2[CH2:25][CH2:26][CH2:27][CH2:28]2)[CH2:12][N:13]([OH:16])[CH:14]=[O:15])[C:5]([F:30])=[C:4]([NH:31][CH2:32][C:33]2[CH:37]=[CH:36][S:35][CH:34]=2)[N:3]=1, predict the reactants needed to synthesize it. The reactants are: [Cl:1][C:2]1[N:7]=[C:6]([NH:8][NH:9][C:10](=[O:29])[C@H:11]([CH2:23][CH:24]2[CH2:28][CH2:27][CH2:26][CH2:25]2)[CH2:12][N:13]([O:16]C2CCCCO2)[CH:14]=[O:15])[C:5]([F:30])=[C:4]([NH:31][CH2:32][C:33]2[CH:37]=[CH:36][S:35][CH:34]=2)[N:3]=1. (7) The reactants are: Cl[C:2]1[CH:3]=[N:4][C:5]([C:8]([CH:10]2[CH2:15][CH2:14][C@@H:13]([C:16]([O:18][CH2:19][CH3:20])=[O:17])[C@@H:12]([CH3:21])[CH2:11]2)=[CH2:9])=[N:6][CH:7]=1.[F:22][CH:23]([F:47])[C:24]1[CH:29]=[CH:28][N:27]=[C:26]([NH:30][C:31]2[CH:36]=[C:35](B3OC(C)(C)C(C)(C)O3)[CH:34]=[C:33]([CH3:46])[CH:32]=2)[N:25]=1.CC(C1C=C(C(C)C)C(C2C=CC=CC=2P(C2CCCCC2)C2CCCCC2)=C(C(C)C)C=1)C. Given the product [F:47][CH:23]([F:22])[C:24]1[CH:29]=[CH:28][N:27]=[C:26]([NH:30][C:31]2[CH:36]=[C:35]([C:2]3[CH:3]=[N:4][C:5]([C:8]([CH:10]4[CH2:15][CH2:14][C@@H:13]([C:16]([O:18][CH2:19][CH3:20])=[O:17])[C@@H:12]([CH3:21])[CH2:11]4)=[CH2:9])=[N:6][CH:7]=3)[CH:34]=[C:33]([CH3:46])[CH:32]=2)[N:25]=1, predict the reactants needed to synthesize it. (8) Given the product [F:1][C:2]1[CH:7]=[CH:6][C:5]([S:8]([N:14]([CH3:15])[CH3:12])(=[O:10])=[O:9])=[CH:4][CH:3]=1, predict the reactants needed to synthesize it. The reactants are: [F:1][C:2]1[CH:7]=[CH:6][C:5]([S:8](Cl)(=[O:10])=[O:9])=[CH:4][CH:3]=1.[CH2:12]([N:14](CC)[CH2:15]C)C.CNC.